Regression. Given two drug SMILES strings and cell line genomic features, predict the synergy score measuring deviation from expected non-interaction effect. From a dataset of NCI-60 drug combinations with 297,098 pairs across 59 cell lines. (1) Drug 1: C1=CN(C(=O)N=C1N)C2C(C(C(O2)CO)O)O.Cl. Drug 2: CCC1(CC2CC(C3=C(CCN(C2)C1)C4=CC=CC=C4N3)(C5=C(C=C6C(=C5)C78CCN9C7C(C=CC9)(C(C(C8N6C=O)(C(=O)OC)O)OC(=O)C)CC)OC)C(=O)OC)O.OS(=O)(=O)O. Cell line: SK-MEL-5. Synergy scores: CSS=25.8, Synergy_ZIP=-3.91, Synergy_Bliss=-1.53, Synergy_Loewe=-3.69, Synergy_HSA=-1.45. (2) Drug 1: C1=NC(=NC(=O)N1C2C(C(C(O2)CO)O)O)N. Drug 2: C(=O)(N)NO. Cell line: A498. Synergy scores: CSS=3.57, Synergy_ZIP=-2.78, Synergy_Bliss=-2.03, Synergy_Loewe=-6.52, Synergy_HSA=-2.51.